From a dataset of Experimentally validated miRNA-target interactions with 360,000+ pairs, plus equal number of negative samples. Binary Classification. Given a miRNA mature sequence and a target amino acid sequence, predict their likelihood of interaction. The miRNA is hsa-miR-548g-5p with sequence UGCAAAAGUAAUUGCAGUUUUUG. The protein sequence of the target gene is MSLHGKRKEIYKYEAPWTVYAMNWSVRPDKRFRLALGSFVEEYNNKVQLVGLDEESSEFICRNTFDHPYPTTKLMWIPDTKGVYPDLLATSGDYLRVWRVGETETRLECLLNNNKNSDFCAPLTSFDWNEVDPYLLGTSSIDTTCTIWGLETGQVLGRVNLVSGHVKTQLIAHDKEVYDIAFSRAGGGRDMFASVGADGSVRMFDLRHLEHSTIIYEDPQHHPLLRLCWNKQDPNYLATMAMDGMEVVILDVRVPCTPVARLNNHRACVNGIAWAPHSSCHICTAADDHQALIWDIQQMP.... Result: 1 (interaction).